This data is from Catalyst prediction with 721,799 reactions and 888 catalyst types from USPTO. The task is: Predict which catalyst facilitates the given reaction. (1) Reactant: [CH2:1]([O:3][C:4](=[O:46])[NH:5][C@@H:6]1[CH2:11][CH2:10][N:9]([C:12]2[CH:17]=[C:16]([C:18]#[N:19])[CH:15]=[C:14]([NH:20][C:21]3[N:26]=[C:25]([N:27](CC)[CH2:28][C:29]4C=CC(OC)=CC=4)[C:24]4=[N:39][CH:40]=[C:41]([C:42]#[N:43])[N:23]4[N:22]=3)[C:13]=2[Cl:44])[CH2:8][C@H:7]1[OH:45])[CH3:2].C1(OC)C=CC=CC=1.C(O)(C(F)(F)F)=O. Product: [CH2:1]([O:3][C:4](=[O:46])[NH:5][C@@H:6]1[CH2:11][CH2:10][N:9]([C:12]2[CH:17]=[C:16]([C:18]#[N:19])[CH:15]=[C:14]([NH:20][C:21]3[N:26]=[C:25]([NH:27][CH2:28][CH3:29])[C:24]4=[N:39][CH:40]=[C:41]([C:42]#[N:43])[N:23]4[N:22]=3)[C:13]=2[Cl:44])[CH2:8][C@H:7]1[OH:45])[CH3:2]. The catalyst class is: 26. (2) Reactant: [NH2:1][C:2]1[N:15]=[C:5]2[CH:6]=[C:7]([Br:14])[CH:8]=[C:9]([C:10]([NH:12][NH2:13])=[O:11])[N:4]2[N:3]=1.[CH2:16]=[C:17]1[O:21][C:19](=O)[CH2:18]1.C1COCC1. Product: [NH2:1][C:2]1[N:15]=[C:5]2[CH:6]=[C:7]([Br:14])[CH:8]=[C:9]([C:10]3[O:11][C:19]([CH2:18][C:17](=[O:21])[CH3:16])=[N:13][N:12]=3)[N:4]2[N:3]=1. The catalyst class is: 2.